Dataset: Reaction yield outcomes from USPTO patents with 853,638 reactions. Task: Predict the reaction yield, written as a fraction of the theoretical maximum amount of product (1.0 means a 100% yield; for example, 0.34 means a 34% yield). The reactants are [O:1]=[C:2]1[CH2:11][CH2:10][C:9]2[C:4](=[CH:5][C:6]([O:12][CH2:13][C:14]3[CH:26]=[CH:25][C:17]([C:18]([O:20]C(C)(C)C)=[O:19])=[CH:16][CH:15]=3)=[CH:7][CH:8]=2)[NH:3]1.[Br:27]Br.[Br-].[K+]. The catalyst is C(O)(=O)C. The product is [Br:27][C:7]1[CH:8]=[C:9]2[C:4](=[CH:5][C:6]=1[O:12][CH2:13][C:14]1[CH:26]=[CH:25][C:17]([C:18]([OH:20])=[O:19])=[CH:16][CH:15]=1)[NH:3][C:2](=[O:1])[CH2:11][CH2:10]2. The yield is 0.570.